From a dataset of Forward reaction prediction with 1.9M reactions from USPTO patents (1976-2016). Predict the product of the given reaction. (1) Given the reactants [C:1]([C:4]1[CH:9]=[CH:8][C:7](B(O)O)=[CH:6][CH:5]=1)([OH:3])=[O:2].Br[C:14]1[CH:19]=[CH:18][CH:17]=[CH:16][N:15]=1, predict the reaction product. The product is: [N:15]1[CH:16]=[CH:17][CH:18]=[CH:19][C:14]=1[C:7]1[CH:8]=[CH:9][C:4]([C:1]([OH:3])=[O:2])=[CH:5][CH:6]=1. (2) Given the reactants [NH2:1][CH2:2][CH2:3][CH2:4][N:5]1[CH2:9][CH2:8][CH2:7][CH2:6]1.[CH:10]([C:12]1[CH:21]=[CH:20][C:15]([C:16]([NH:18][CH3:19])=[O:17])=[CH:14][CH:13]=1)=O, predict the reaction product. The product is: [CH3:19][NH:18][C:16](=[O:17])[C:15]1[CH:20]=[CH:21][C:12]([CH2:10][NH:1][CH2:2][CH2:3][CH2:4][N:5]2[CH2:9][CH2:8][CH2:7][CH2:6]2)=[CH:13][CH:14]=1. (3) The product is: [Cl:1][CH2:2][CH2:3][CH2:4][CH:5]1[S:10][C:9]2[CH:11]=[CH:12][CH:13]=[CH:14][C:8]=2[N:7]([C:21]2[CH:22]=[CH:23][C:18]([F:17])=[CH:19][CH:20]=2)[S:6]1(=[O:15])=[O:16]. Given the reactants [Cl:1][CH2:2][CH2:3][CH2:4][CH:5]1[S:10][C:9]2[CH:11]=[CH:12][CH:13]=[CH:14][C:8]=2[NH:7][S:6]1(=[O:16])=[O:15].[F:17][C:18]1[CH:23]=[CH:22][C:21](B(O)O)=[CH:20][CH:19]=1, predict the reaction product. (4) Given the reactants [OH-].[Na+].C([O:6][CH:7]([C:13]1[CH:18]=[CH:17][C:16]([CH2:19][CH3:20])=[CH:15][N:14]=1)[CH2:8][O:9]C(=O)C)(=O)C, predict the reaction product. The product is: [CH2:19]([C:16]1[CH:17]=[CH:18][C:13]([CH:7]([OH:6])[CH2:8][OH:9])=[N:14][CH:15]=1)[CH3:20]. (5) Given the reactants [C:1]([O:5][C:6]([N:8]1[CH2:13][CH2:12][C:11]2[N:14]([CH2:27][CH2:28][CH2:29][N:30]3[CH2:35][CH2:34][N:33]([C:36]4[C:41]([Cl:42])=[CH:40][CH:39]=[CH:38][C:37]=4[NH2:43])[CH2:32][CH2:31]3)[N:15]=[C:16]([C:17]3[CH:22]=[CH:21][C:20]([C:23]([F:26])([F:25])[F:24])=[CH:19][CH:18]=3)[C:10]=2[CH2:9]1)=[O:7])([CH3:4])([CH3:3])[CH3:2].[CH3:44][S:45](Cl)(=[O:47])=[O:46].C(N(CC)CC)C.C([O-])(O)=O.[Na+], predict the reaction product. The product is: [C:1]([O:5][C:6]([N:8]1[CH2:13][CH2:12][C:11]2[N:14]([CH2:27][CH2:28][CH2:29][N:30]3[CH2:35][CH2:34][N:33]([C:36]4[C:37]([NH:43][S:45]([CH3:44])(=[O:47])=[O:46])=[CH:38][CH:39]=[CH:40][C:41]=4[Cl:42])[CH2:32][CH2:31]3)[N:15]=[C:16]([C:17]3[CH:18]=[CH:19][C:20]([C:23]([F:25])([F:26])[F:24])=[CH:21][CH:22]=3)[C:10]=2[CH2:9]1)=[O:7])([CH3:4])([CH3:2])[CH3:3]. (6) Given the reactants Br[C:2]1[CH:10]=[CH:9][C:8]([O:11][CH3:12])=[CH:7][C:3]=1[C:4]([OH:6])=[O:5].C([Li])CCC.[CH3:18][O:19][C:20]1[CH:21]=[C:22]([CH:29]=[C:30]([O:32][CH3:33])[CH:31]=1)[C:23](N(OC)C)=[O:24], predict the reaction product. The product is: [CH3:33][O:32][C:30]1[CH:29]=[C:22]([CH:21]=[C:20]([O:19][CH3:18])[CH:31]=1)[C:23]([C:2]1[CH:10]=[CH:9][C:8]([O:11][CH3:12])=[CH:7][C:3]=1[C:4]([OH:6])=[O:5])=[O:24]. (7) Given the reactants [F:1][C:2]([F:7])([F:6])[C:3](O)=[O:4].CN(C)C=O.P(Cl)(Cl)(Cl)=O.[NH2:18][C:19]1[CH:24]=[CH:23][CH:22]=[CH:21][N:20]=1.[O-]CC.[Na+].C(=O)([O-])[O-].[K+].[K+].[Cl:35][C:36]1[CH:41]=[CH:40][C:39]([CH2:42]Cl)=[CH:38][N:37]=1, predict the reaction product. The product is: [Cl:35][C:36]1[N:37]=[CH:38][C:39]([CH2:42][N:20]2[CH:21]=[CH:22][CH:23]=[CH:24][C:19]2=[N:18][C:3](=[O:4])[C:2]([F:7])([F:6])[F:1])=[CH:40][CH:41]=1.